Dataset: Full USPTO retrosynthesis dataset with 1.9M reactions from patents (1976-2016). Task: Predict the reactants needed to synthesize the given product. (1) Given the product [CH3:1][O:2][C:3](=[O:18])[CH2:4][CH2:5][CH2:6][CH2:7][C:8]1[CH:13]=[CH:12][C:11]([F:14])=[C:10]([NH2:15])[CH:9]=1, predict the reactants needed to synthesize it. The reactants are: [CH3:1][O:2][C:3](=[O:18])[CH2:4][CH2:5][C:6]#[C:7][C:8]1[CH:13]=[CH:12][C:11]([F:14])=[C:10]([N+:15]([O-])=O)[CH:9]=1.[H][H]. (2) Given the product [F:1][C:2]1[CH:3]=[C:4]([CH2:15][O:17][C:18]2[CH:25]=[CH:24][C:23]([CH2:26][CH2:27][C:28]([OH:30])=[O:29])=[C:22]([CH3:33])[C:21]=2[CH3:20])[C:5]2[O:9][C:8]([CH2:10][CH2:11][O:12][CH3:13])=[CH:7][C:6]=2[CH:14]=1, predict the reactants needed to synthesize it. The reactants are: [F:1][C:2]1[CH:3]=[C:4]([C:15]([O:17][CH3:18])=O)[C:5]2[O:9][C:8]([CH2:10][CH2:11][O:12][CH3:13])=[CH:7][C:6]=2[CH:14]=1.O[C:20]1[CH:25]=[CH:24][C:23]([CH2:26][CH2:27][C:28]([O:30]CC)=[O:29])=[C:22]([CH3:33])[C:21]=1C. (3) Given the product [Cl:22][C:23]1[CH:24]=[CH:25][C:26]([C:27]([N:10]([C@@H:3]([CH:2]([CH3:12])[CH3:1])[CH2:4][N:5]2[CH2:6][CH:7]([OH:9])[CH2:8]2)[CH3:11])=[O:29])=[CH:30][CH:31]=1, predict the reactants needed to synthesize it. The reactants are: [CH3:1][CH:2]([CH3:12])[C@H:3]([NH:10][CH3:11])[CH2:4][N:5]1[CH2:8][CH:7]([OH:9])[CH2:6]1.CCN(C(C)C)C(C)C.[Cl:22][C:23]1[CH:31]=[CH:30][C:26]([C:27]([OH:29])=O)=[CH:25][CH:24]=1.CN(C(ON1N=NC2C=CC=CC1=2)=[N+](C)C)C.[B-](F)(F)(F)F.C([O-])(O)=O.[Na+]. (4) Given the product [CH:4]([CH:6]([N:10]([CH3:18])[C:11](=[O:17])[O:12][C:13]([CH3:15])([CH3:14])[CH3:16])[CH2:7][CH:8]=[CH2:9])=[O:5], predict the reactants needed to synthesize it. The reactants are: CON(C)[C:4]([CH:6]([N:10]([CH3:18])[C:11](=[O:17])[O:12][C:13]([CH3:16])([CH3:15])[CH3:14])[CH2:7][CH:8]=[CH2:9])=[O:5].[H-].[Al+3].[Li+].[H-].[H-].[H-].S([O-])(O)(=O)=O.[K+]. (5) Given the product [BrH:12].[Br:12][CH:9]1[C:10]2[NH:1][C:2](=[O:11])[CH:3]=[CH:4][C:5]=2[CH2:6][CH2:7][CH2:8]1, predict the reactants needed to synthesize it. The reactants are: [NH:1]1[C:10]2[CH2:9][CH2:8][CH2:7][CH2:6][C:5]=2[CH2:4][CH2:3][C:2]1=[O:11].[Br:12]Br. (6) Given the product [C:18]([C:9]1[CH:8]=[C:7]([C:5](=[O:6])[CH:4]([O:27][CH2:25][CH3:26])[CH3:22])[CH:12]=[C:11]([C:13]([CH3:16])([CH3:15])[CH3:14])[C:10]=1[OH:17])([CH3:21])([CH3:20])[CH3:19], predict the reactants needed to synthesize it. The reactants are: [OH-].[K+].Br[CH:4]([CH3:22])[C:5]([C:7]1[CH:12]=[C:11]([C:13]([CH3:16])([CH3:15])[CH3:14])[C:10]([OH:17])=[C:9]([C:18]([CH3:21])([CH3:20])[CH3:19])[CH:8]=1)=[O:6].Cl.O.[CH2:25]([OH:27])[CH3:26].